Dataset: Forward reaction prediction with 1.9M reactions from USPTO patents (1976-2016). Task: Predict the product of the given reaction. (1) Given the reactants O.[OH-].[Na+].C[O:5][C:6]([C:8]1([C:13]2[CH:18]=[CH:17][C:16]([NH:19][C:20]3[N:25]=[C:24]([NH:26][CH2:27][CH:28]4[CH2:30][CH2:29]4)[CH:23]=[C:22]([C:31]4[CH:36]=[CH:35][C:34]([F:37])=[CH:33][CH:32]=4)[N:21]=3)=[CH:15][CH:14]=2)[CH2:12][CH2:11][CH2:10][CH2:9]1)=[O:7], predict the reaction product. The product is: [CH:28]1([CH2:27][NH:26][C:24]2[CH:23]=[C:22]([C:31]3[CH:32]=[CH:33][C:34]([F:37])=[CH:35][CH:36]=3)[N:21]=[C:20]([NH:19][C:16]3[CH:17]=[CH:18][C:13]([C:8]4([C:6]([OH:7])=[O:5])[CH2:9][CH2:10][CH2:11][CH2:12]4)=[CH:14][CH:15]=3)[N:25]=2)[CH2:30][CH2:29]1. (2) Given the reactants [OH:1][C:2]1[CH:13]=[CH:12][C:5]2[CH2:6][CH2:7][CH2:8][CH2:9][C:10](=[O:11])[C:4]=2[CH:3]=1.C(=O)([O-])[O-].[K+].[K+].[CH2:20](Br)[C:21]1[CH:26]=[CH:25][CH:24]=[CH:23][CH:22]=1.O, predict the reaction product. The product is: [CH2:20]([O:1][C:2]1[CH:13]=[CH:12][C:5]2[CH2:6][CH2:7][CH2:8][CH2:9][C:10](=[O:11])[C:4]=2[CH:3]=1)[C:21]1[CH:26]=[CH:25][CH:24]=[CH:23][CH:22]=1. (3) Given the reactants C(Cl)(=O)C(Cl)=O.CS(C)=O.[OH:11][C@H:12]1[CH2:16][CH2:15][CH2:14][C@@H:13]1[NH:17][C:18](=[O:24])[O:19][C:20]([CH3:23])([CH3:22])[CH3:21].C(N(CC)CC)C, predict the reaction product. The product is: [O:11]=[C:12]1[CH2:16][CH2:15][CH2:14][C@@H:13]1[NH:17][C:18](=[O:24])[O:19][C:20]([CH3:22])([CH3:21])[CH3:23]. (4) The product is: [CH2:1]([O:8][C:9]1[CH:10]=[CH:11][CH:12]=[C:13]2[C:18]=1[N:17]=[C:16]([Cl:22])[CH:15]=[CH:14]2)[C:2]1[CH:7]=[CH:6][CH:5]=[CH:4][CH:3]=1. Given the reactants [CH2:1]([O:8][C:9]1[CH:10]=[CH:11][CH:12]=[C:13]2[C:18]=1[N:17]=[C:16](O)[CH:15]=[CH:14]2)[C:2]1[CH:7]=[CH:6][CH:5]=[CH:4][CH:3]=1.O=P(Cl)(Cl)[Cl:22], predict the reaction product. (5) Given the reactants [F:1][C:2]1[CH:27]=[CH:26][C:5]([CH2:6][N:7]2[C:18](=[O:19])[C:16]3[N:17]4[C:12](=[C:13]([C:23](O)=[O:24])[C:14](=[O:22])[C:15]=3[O:20][CH3:21])[CH2:11][CH2:10][CH:9]4[CH2:8]2)=[CH:4][CH:3]=1.[CH3:28][N:29](C(ON1N=NC2C=CC=NC1=2)=[N+](C)C)C.F[P-](F)(F)(F)(F)F.CCOC(C)=O.O, predict the reaction product. The product is: [F:1][C:2]1[CH:27]=[CH:26][C:5]([CH2:6][N:7]2[C:18](=[O:19])[C:16]3[N:17]4[C:12](=[C:13]([C:23]([NH:29][CH3:28])=[O:24])[C:14](=[O:22])[C:15]=3[O:20][CH3:21])[CH2:11][CH2:10][CH:9]4[CH2:8]2)=[CH:4][CH:3]=1. (6) Given the reactants [O:1]=[C:2]1[CH:19]=[C:18]([CH:20]2[CH2:25][CH2:24][N:23](C(OC(C)(C)C)=O)[CH2:22][CH2:21]2)[N:5]2[N:6]=[C:7]3[C:12]([C:11]([O:13][C:14]([F:17])([F:16])[F:15])=[CH:10][CH:9]=[CH:8]3)=[C:4]2[NH:3]1.[ClH:33], predict the reaction product. The product is: [ClH:33].[NH:23]1[CH2:24][CH2:25][CH:20]([C:18]2[N:5]3[N:6]=[C:7]4[C:12]([C:11]([O:13][C:14]([F:15])([F:16])[F:17])=[CH:10][CH:9]=[CH:8]4)=[C:4]3[NH:3][C:2](=[O:1])[CH:19]=2)[CH2:21][CH2:22]1.